From a dataset of Full USPTO retrosynthesis dataset with 1.9M reactions from patents (1976-2016). Predict the reactants needed to synthesize the given product. (1) Given the product [Cl:7][C:8]1[CH:9]=[N:10][CH:11]=[C:12]([C:14]#[CH:15])[CH:13]=1, predict the reactants needed to synthesize it. The reactants are: C(=O)([O-])[O-].[K+].[K+].[Cl:7][C:8]1[CH:9]=[N:10][CH:11]=[C:12]([C:14]#[C:15][Si](C)(C)C)[CH:13]=1. (2) Given the product [CH3:1][N:2]1[CH2:7][CH2:6][C@@H:5]([C:8]2[CH:13]=[CH:12][C:11]([Cl:14])=[C:10]([Cl:15])[CH:9]=2)[C@H:4]([CH2:16][OH:17])[CH2:3]1, predict the reactants needed to synthesize it. The reactants are: [CH3:1][N:2]1[CH2:7][CH2:6][C@H:5]([C:8]2[CH:13]=[CH:12][C:11]([Cl:14])=[C:10]([Cl:15])[CH:9]=2)[C@H:4]([CH2:16][OH:17])[CH2:3]1.CC(C)([O-])C.[K+].[Cl-].[Cl-].[Ca+2]. (3) Given the product [O:1]=[C:2]1[NH:7][C:6]2[CH:8]=[C:9]([C:12]([C:14]3[CH:22]=[CH:21][CH:20]=[CH:19][C:15]=3[C:16]([NH:71][CH2:64][C:65]3[CH:70]=[CH:69][CH:68]=[CH:67][CH:66]=3)=[O:18])=[O:13])[CH:10]=[CH:11][C:5]=2[O:4][CH2:3]1, predict the reactants needed to synthesize it. The reactants are: [O:1]=[C:2]1[NH:7][C:6]2[CH:8]=[C:9]([C:12]([C:14]3[CH:22]=[CH:21][CH:20]=[CH:19][C:15]=3[C:16]([OH:18])=O)=[O:13])[CH:10]=[CH:11][C:5]=2[O:4][CH2:3]1.CN1CCOCC1.C1C=NC2N(O)N=NC=2C=1.CN(C(ON1N=NC2C=CC=NC1=2)=[N+](C)C)C.F[P-](F)(F)(F)(F)F.[CH2:64]([NH2:71])[C:65]1[CH:70]=[CH:69][CH:68]=[CH:67][CH:66]=1. (4) The reactants are: Br[C:2]1[CH:7]=[CH:6][C:5]([S:8][C:9]([CH3:18])([CH3:17])[C:10]([O:12][C:13]([CH3:16])([CH3:15])[CH3:14])=[O:11])=[CH:4][CH:3]=1.C([Li])CCC.CN(C)[CH:26]=[O:27]. Given the product [CH:26]([C:2]1[CH:7]=[CH:6][C:5]([S:8][C:9]([CH3:18])([CH3:17])[C:10]([O:12][C:13]([CH3:16])([CH3:15])[CH3:14])=[O:11])=[CH:4][CH:3]=1)=[O:27], predict the reactants needed to synthesize it. (5) Given the product [C:31]([C:2]1[CH:3]=[C:4]2[C:9](=[CH:10][CH:11]=1)[CH:8]=[C:7]([S:12]([CH2:15][CH2:16][C:17]([O:19][C:20]([CH3:23])([CH3:22])[CH3:21])=[O:18])(=[O:14])=[O:13])[CH:6]=[CH:5]2)#[N:32], predict the reactants needed to synthesize it. The reactants are: Br[C:2]1[CH:3]=[C:4]2[C:9](=[CH:10][CH:11]=1)[CH:8]=[C:7]([S:12]([CH2:15][CH2:16][C:17]([O:19][C:20]([CH3:23])([CH3:22])[CH3:21])=[O:18])(=[O:14])=[O:13])[CH:6]=[CH:5]2.C(OCC)(=O)C.O.[CH3:31][N:32](C=O)C. (6) Given the product [CH3:7][C:5]1([CH3:6])[NH:13][CH2:10][CH2:11][NH:12][C:4]1=[O:9], predict the reactants needed to synthesize it. The reactants are: C(O[C:4](=[O:9])[C:5](Br)([CH3:7])[CH3:6])C.[CH2:10]([NH2:13])[CH2:11][NH2:12].C(=O)([O-])[O-].[K+].[K+].